Dataset: Forward reaction prediction with 1.9M reactions from USPTO patents (1976-2016). Task: Predict the product of the given reaction. (1) Given the reactants [C:1]([CH2:3][O:4][C:5]1[CH:10]=[CH:9][C:8](B2OC(C)(C)C(C)(C)O2)=[CH:7][CH:6]=1)#[N:2].[Cl:20][C:21]1[CH:26]=[C:25]([OH:27])[CH:24]=[CH:23][C:22]=1[CH:28]([CH3:47])[C:29]([C:35]1[CH:46]=[CH:45][C:38]2[N:39]([CH3:44])[C:40](=[O:43])[N:41]([CH3:42])[C:37]=2[CH:36]=1)([OH:34])[C:30]([F:33])([F:32])[F:31], predict the reaction product. The product is: [Cl:20][C:21]1[CH:26]=[C:25]([CH:24]=[CH:23][C:22]=1[CH:28]([CH3:47])[C:29]([C:35]1[CH:46]=[CH:45][C:38]2[N:39]([CH3:44])[C:40](=[O:43])[N:41]([CH3:42])[C:37]=2[CH:36]=1)([OH:34])[C:30]([F:33])([F:31])[F:32])[O:27][C:8]1[CH:7]=[CH:6][C:5]([O:4][CH2:3][C:1]#[N:2])=[CH:10][CH:9]=1. (2) Given the reactants [CH:1]1([CH2:6][O:7][C:8]2[N:13]=[C:12]([C:14]([OH:16])=O)[CH:11]=[N:10][C:9]=2[N:17]2[CH2:21][CH2:20][CH2:19][CH2:18]2)[CH2:5][CH2:4][CH2:3][CH2:2]1.ClC(N(C)C)=C(C)C.[NH:30]1[CH2:35][CH2:34][CH2:33][CH2:32][CH2:31]1.C(OCC)(=O)C, predict the reaction product. The product is: [CH:1]1([CH2:6][O:7][C:8]2[N:13]=[C:12]([C:14]([N:30]3[CH2:35][CH2:34][CH2:33][CH2:32][CH2:31]3)=[O:16])[CH:11]=[N:10][C:9]=2[N:17]2[CH2:21][CH2:20][CH2:19][CH2:18]2)[CH2:2][CH2:3][CH2:4][CH2:5]1.